From a dataset of Peptide-MHC class I binding affinity with 185,985 pairs from IEDB/IMGT. Regression. Given a peptide amino acid sequence and an MHC pseudo amino acid sequence, predict their binding affinity value. This is MHC class I binding data. (1) The peptide sequence is VTLKYARA. The MHC is H-2-Kb with pseudo-sequence H-2-Kb. The binding affinity (normalized) is 0.815. (2) The peptide sequence is LSREAVESCPL. The MHC is Mamu-A01 with pseudo-sequence Mamu-A01. The binding affinity (normalized) is 0.331. (3) The peptide sequence is TIHLATAPK. The MHC is HLA-B57:01 with pseudo-sequence HLA-B57:01. The binding affinity (normalized) is 0.0847. (4) The peptide sequence is DEWECTRDD. The MHC is HLA-A02:12 with pseudo-sequence HLA-A02:12. The binding affinity (normalized) is 0.0847.